From a dataset of Full USPTO retrosynthesis dataset with 1.9M reactions from patents (1976-2016). Predict the reactants needed to synthesize the given product. (1) Given the product [CH3:1][C:2]1[CH:11]=[CH:10][C:5]([CH:6]=[O:7])=[CH:4][N:3]=1, predict the reactants needed to synthesize it. The reactants are: [CH3:1][C:2]1[CH:11]=[CH:10][C:5]([C:6](OC)=[O:7])=[CH:4][N:3]=1.[H-].[Al+3].[Li+].[H-].[H-].[H-].C(OCC)(=O)C. (2) Given the product [C:1]([O:4][C@H:5]([C:8]#[C:9][C:10]#[C:11][C@H:12]([NH:22][CH2:23][CH2:24][CH2:25][CH3:26])[CH2:13][CH2:14][CH2:15][CH2:16][CH2:17][CH2:18][CH2:19][CH2:20][CH3:21])[CH:6]=[CH2:7])(=[O:3])[CH3:2], predict the reactants needed to synthesize it. The reactants are: [C:1]([O:4][C@H:5]([C:8]#[C:9][C:10]#[C:11][C@H:12]([NH2:22])[CH2:13][CH2:14][CH2:15][CH2:16][CH2:17][CH2:18][CH2:19][CH2:20][CH3:21])[CH:6]=[CH2:7])(=[O:3])[CH3:2].[CH:23](=O)[CH2:24][CH2:25][CH3:26].[BH4-].[Na+].